Dataset: Catalyst prediction with 721,799 reactions and 888 catalyst types from USPTO. Task: Predict which catalyst facilitates the given reaction. (1) Reactant: [Br:1]Br.[CH:3]([C:6]1[CH:11]=[CH:10][C:9]([C:12]2[N:16]([CH2:17][CH2:18][O:19][CH3:20])[C:15]3[C:21]([O:35][CH3:36])=[CH:22][C:23]([CH2:25][C:26]4[CH:31]=[CH:30][CH:29]=[CH:28][C:27]=4[S:32]([CH3:34])=[O:33])=[CH:24][C:14]=3[N:13]=2)=[CH:8][CH:7]=1)([CH3:5])[CH3:4].CCOC(C)=O. Product: [Br:1][C:24]1[C:14]2[N:13]=[C:12]([C:9]3[CH:10]=[CH:11][C:6]([CH:3]([CH3:5])[CH3:4])=[CH:7][CH:8]=3)[N:16]([CH2:17][CH2:18][O:19][CH3:20])[C:15]=2[C:21]([O:35][CH3:36])=[CH:22][C:23]=1[CH2:25][C:26]1[CH:31]=[CH:30][CH:29]=[CH:28][C:27]=1[S:32]([CH3:34])=[O:33]. The catalyst class is: 15. (2) Reactant: [CH3:1][O:2][C:3]([C:5]1[CH:10]=[CH:9][CH:8]=[C:7]([CH2:11][OH:12])[N:6]=1)=[O:4]. Product: [CH3:1][O:2][C:3]([C:5]1[CH:10]=[CH:9][CH:8]=[C:7]([CH:11]=[O:12])[N:6]=1)=[O:4]. The catalyst class is: 327. (3) Reactant: [SH:1][C:2]1[CH:7]=[CH:6][C:5]([NH:8][C:9]([CH:11]2[CH2:13][CH2:12]2)=[O:10])=[CH:4][CH:3]=1.[H-].[Na+].[Cl:16][C:17]1[CH:22]=[N:21][CH:20]=[C:19](Cl)[N:18]=1.O. Product: [Cl:16][C:17]1[N:18]=[C:19]([S:1][C:2]2[CH:3]=[CH:4][C:5]([NH:8][C:9]([CH:11]3[CH2:12][CH2:13]3)=[O:10])=[CH:6][CH:7]=2)[CH:20]=[N:21][CH:22]=1. The catalyst class is: 56. (4) Reactant: Cl[C:2]1[S:3][C:4]([S:8]([C:11]2[CH:16]=[CH:15][C:14]([C:17]([OH:23])([CH3:22])[C:18]([F:21])([F:20])[F:19])=[CH:13][CH:12]=2)(=[O:10])=[O:9])=[C:5]([Cl:7])[N:6]=1.[NH:24]1[CH:28]=[CH:27][CH:26]=[N:25]1.C(=O)([O-])[O-].[K+].[K+].C(#N)C. Product: [Cl:7][C:5]1[N:6]=[C:2]([N:24]2[CH:28]=[CH:27][CH:26]=[N:25]2)[S:3][C:4]=1[S:8]([C:11]1[CH:16]=[CH:15][C:14]([C:17]([OH:23])([CH3:22])[C:18]([F:21])([F:20])[F:19])=[CH:13][CH:12]=1)(=[O:10])=[O:9]. The catalyst class is: 6.